From a dataset of Peptide-MHC class I binding affinity with 185,985 pairs from IEDB/IMGT. Regression. Given a peptide amino acid sequence and an MHC pseudo amino acid sequence, predict their binding affinity value. This is MHC class I binding data. (1) The peptide sequence is NPIQLSSYSL. The MHC is HLA-B07:02 with pseudo-sequence HLA-B07:02. The binding affinity (normalized) is 0.443. (2) The peptide sequence is GVPPKVVSY. The MHC is HLA-A02:03 with pseudo-sequence HLA-A02:03. The binding affinity (normalized) is 0.0847.